Dataset: Full USPTO retrosynthesis dataset with 1.9M reactions from patents (1976-2016). Task: Predict the reactants needed to synthesize the given product. (1) Given the product [C:23]1([C:20]2[N:19]=[CH:18][C:17]([C:16]3[CH:15]=[N:14][N:13]4[C:8]5[NH:7][CH:47]=[CH:42][C:9]=5[C:10]([CH:29]5[CH2:34][CH2:33][NH:32][CH2:31][CH2:30]5)=[N:11][C:12]=34)=[CH:22][CH:21]=2)[CH:24]=[CH:25][CH:26]=[CH:27][CH:28]=1.[C:57]([OH:63])([C:59]([F:62])([F:61])[F:60])=[O:58], predict the reactants needed to synthesize it. The reactants are: C[Si](C)(C)CCOC[N:7]([CH2:47]OCC[Si](C)(C)C)[C:8]1[N:13]2[N:14]=[CH:15][C:16]([C:17]3[CH:18]=[N:19][C:20]([C:23]4[CH:28]=[CH:27][CH:26]=[CH:25][CH:24]=4)=[CH:21][CH:22]=3)=[C:12]2[N:11]=[C:10]([CH:29]2[CH2:34][CH2:33][N:32](C(OC(C)(C)C)=O)[CH2:31][CH2:30]2)[C:9]=1/[CH:42]=C\OCC.[C:57]([OH:63])([C:59]([F:62])([F:61])[F:60])=[O:58].O. (2) Given the product [OH:56][C:49]12[CH2:54][CH:53]3[CH2:52][CH:51]([CH2:55][CH:47]([CH:46]3[NH:45][C:13]([C:7]3[CH:6]=[N:5][N:4]([CH:1]4[CH2:2][CH2:3]4)[C:8]=3[C:9]([F:10])([F:11])[F:12])=[O:15])[CH2:48]1)[CH2:50]2, predict the reactants needed to synthesize it. The reactants are: [CH:1]1([N:4]2[C:8]([C:9]([F:12])([F:11])[F:10])=[C:7]([C:13]([OH:15])=O)[CH:6]=[N:5]2)[CH2:3][CH2:2]1.CCN(C(C)C)C(C)C.[B-](F)(F)(F)F.CN(C(ON1C(=O)CCC1=O)=[N+](C)C)C.[NH2:45][CH:46]1[CH:53]2[CH2:54][C:49]3([OH:56])[CH2:50][CH:51]([CH2:55][CH:47]1[CH2:48]3)[CH2:52]2. (3) The reactants are: [Br:1][C:2]1[CH:3]=[N:4][C:5]2[N:6]([N:8]=[C:9]([C:11]([OH:13])=O)[CH:10]=2)[CH:7]=1.[Br:14][C:15]1[CH:20]=[CH:19][CH:18]=[CH:17][C:16]=1[C:21]1[CH2:22][CH2:23][NH:24][CH2:25][CH:26]=1. Given the product [Br:14][C:15]1[CH:20]=[CH:19][CH:18]=[CH:17][C:16]=1[C:21]1[CH2:26][CH2:25][N:24]([C:11]([C:9]2[CH:10]=[C:5]3[N:4]=[CH:3][C:2]([Br:1])=[CH:7][N:6]3[N:8]=2)=[O:13])[CH2:23][CH:22]=1, predict the reactants needed to synthesize it. (4) Given the product [N+:12]([C:4]1[CH:5]=[C:6]([N+:9]([O-:11])=[O:10])[CH:7]=[CH:8][C:3]=1[O-:2])([O-:14])=[O:13].[NH2:1][N+:15]1[CH:20]=[CH:19][CH:18]=[C:17]([CH2:21][OH:22])[CH:16]=1, predict the reactants needed to synthesize it. The reactants are: [NH2:1][O:2][C:3]1[CH:8]=[CH:7][C:6]([N+:9]([O-:11])=[O:10])=[CH:5][C:4]=1[N+:12]([O-:14])=[O:13].[N:15]1[CH:20]=[CH:19][CH:18]=[C:17]([CH2:21][OH:22])[CH:16]=1. (5) Given the product [CH3:29][O:30][C:31]1[CH:32]=[CH:33][C:34]([CH2:37][CH2:38][C@@H:39]2[NH:40][CH2:41][CH2:42][N:43]([C:6]3[C:5]4[N:4]=[C:3]([C:2]([F:19])([F:18])[F:1])[S:12][C:11]=4[NH:10][C:9]4[CH:13]=[CH:14][CH:15]=[CH:16][C:8]=4[N:7]=3)[CH2:44]2)=[CH:35][CH:36]=1, predict the reactants needed to synthesize it. The reactants are: [F:1][C:2]([F:19])([F:18])[C:3]1[S:12][C:11]2[NH:10][C:9]3[CH:13]=[CH:14][CH:15]=[CH:16][C:8]=3[NH:7][C:6](=S)[C:5]=2[N:4]=1.FC(F)(F)S(OC)(=O)=O.[CH3:29][O:30][C:31]1[CH:36]=[CH:35][C:34]([CH2:37][CH2:38][C@H:39]2[CH2:44][NH:43][CH2:42][CH2:41][NH:40]2)=[CH:33][CH:32]=1. (6) Given the product [C:3]1([C:8]2[CH:13]=[CH:12][CH:11]=[CH:10][CH:9]=2)[CH:4]=[CH:5][CH:6]=[CH:7][C:2]=1[N:14]1[C:22]2[C:17](=[CH:18][C:19]([CH2:23][N:24]3[CH2:29][CH2:28][CH:27]([C:30]4[CH:31]=[C:32]([NH:36][C:37](=[O:41])[CH:38]([CH3:39])[CH3:40])[CH:33]=[CH:34][CH:35]=4)[CH2:26][CH2:25]3)=[CH:20][CH:21]=2)[CH:16]=[CH:15]1, predict the reactants needed to synthesize it. The reactants are: I[C:2]1[CH:7]=[CH:6][CH:5]=[CH:4][C:3]=1[C:8]1[CH:13]=[CH:12][CH:11]=[CH:10][CH:9]=1.[NH:14]1[C:22]2[C:17](=[CH:18][C:19]([CH2:23][N:24]3[CH2:29][CH2:28][CH:27]([C:30]4[CH:31]=[C:32]([NH:36][C:37](=[O:41])[CH:38]([CH3:40])[CH3:39])[CH:33]=[CH:34][CH:35]=4)[CH2:26][CH2:25]3)=[CH:20][CH:21]=2)[CH:16]=[CH:15]1. (7) Given the product [C:29]([O:28][C:8]([N:16]1[CH2:21][CH2:20][C:19]2[N:22]=[CH:23][S:24][C:18]=2[CH:17]1[CH3:25])=[O:15])([CH3:32])([CH3:31])[CH3:30], predict the reactants needed to synthesize it. The reactants are: [H-].[Na+].C(O)CCC.[C:8]([N:16]1[CH2:21][CH2:20][C:19]2[N:22]=[CH:23][S:24][C:18]=2[CH:17]1[CH3:25])(=[O:15])C1C=CC=CC=1.C(OC([O:28][C:29]([CH3:32])([CH3:31])[CH3:30])=O)([O:28][C:29]([CH3:32])([CH3:31])[CH3:30])=O.